Dataset: Catalyst prediction with 721,799 reactions and 888 catalyst types from USPTO. Task: Predict which catalyst facilitates the given reaction. (1) Reactant: [Na+].[CH2:2]([O:9][C:10]1[CH:15]=[CH:14][C:13]([CH2:16][CH2:17][CH2:18][CH2:19][CH2:20][S:21]([O-:24])(=O)=[O:22])=[CH:12][CH:11]=1)[C:3]1[CH:8]=[CH:7][CH:6]=[CH:5][CH:4]=1.S(Cl)([Cl:27])=O.CN(C=O)C. Product: [CH2:2]([O:9][C:10]1[CH:15]=[CH:14][C:13]([CH2:16][CH2:17][CH2:18][CH2:19][CH2:20][S:21]([Cl:27])(=[O:24])=[O:22])=[CH:12][CH:11]=1)[C:3]1[CH:8]=[CH:7][CH:6]=[CH:5][CH:4]=1. The catalyst class is: 48. (2) Reactant: Br[C:2]1[CH:22]=[CH:21][C:5]([C:6]([N:8]([CH2:16][C:17]([CH3:20])([CH3:19])[CH3:18])[C:9]2[CH:14]=[CH:13][CH:12]=[C:11]([CH3:15])[N:10]=2)=[O:7])=[C:4]([F:23])[CH:3]=1.C(=O)([O-])[O-].[K+].[K+].[CH2:30]([Zn]CC)[CH3:31]. Product: [CH3:18][C:17]([CH3:20])([CH3:19])[CH2:16][N:8]([C:9]1[CH:14]=[CH:13][CH:12]=[C:11]([CH3:15])[N:10]=1)[C:6](=[O:7])[C:5]1[CH:21]=[CH:22][C:2]([CH2:30][CH3:31])=[CH:3][C:4]=1[F:23]. The catalyst class is: 151. (3) Reactant: [NH2:1][C:2]1[CH:7]=[CH:6][C:5]([C:8]2[C:9]([NH2:24])=[N:10][C:11]([NH2:23])=[N:12][C:13]=2[CH2:14][O:15][CH2:16][C:17]2[CH:22]=[CH:21][CH:20]=[CH:19][CH:18]=2)=[CH:4][CH:3]=1.[CH3:25][CH:26]1[CH2:28][CH:27]1[C:29](O)=[O:30].C1C=CC2N(O)N=NC=2C=1.CCN(C(C)C)C(C)C.C1CCC(N=C=NC2CCCCC2)CC1. Product: [NH2:23][C:11]1[N:10]=[C:9]([NH2:24])[C:8]([C:5]2[CH:6]=[CH:7][C:2]([NH:1][C:29]([CH:27]3[CH2:28][CH:26]3[CH3:25])=[O:30])=[CH:3][CH:4]=2)=[C:13]([CH2:14][O:15][CH2:16][C:17]2[CH:22]=[CH:21][CH:20]=[CH:19][CH:18]=2)[N:12]=1. The catalyst class is: 37. (4) Reactant: [N:1]([CH2:4][CH2:5][O:6][C:7]1[N:16]=[C:15]([NH:17][CH2:18][C:19]2[CH:24]=[CH:23][C:22]([C:25]([F:28])([F:27])[F:26])=[CH:21][CH:20]=2)[C:14]2[C:9](=[CH:10][CH:11]=[C:12]([CH:29]([C:37]3[CH:42]=[CH:41][C:40]([Cl:43])=[CH:39][CH:38]=3)[C:30]3[CH:35]=[CH:34][C:33]([Cl:36])=[CH:32][CH:31]=3)[CH:13]=2)[N:8]=1)=[N+]=[N-].C1(P(C2C=CC=CC=2)C2C=CC=CC=2)C=CC=CC=1. Product: [NH2:1][CH2:4][CH2:5][O:6][C:7]1[N:16]=[C:15]([NH:17][CH2:18][C:19]2[CH:24]=[CH:23][C:22]([C:25]([F:27])([F:26])[F:28])=[CH:21][CH:20]=2)[C:14]2[C:9](=[CH:10][CH:11]=[C:12]([CH:29]([C:37]3[CH:38]=[CH:39][C:40]([Cl:43])=[CH:41][CH:42]=3)[C:30]3[CH:35]=[CH:34][C:33]([Cl:36])=[CH:32][CH:31]=3)[CH:13]=2)[N:8]=1. The catalyst class is: 821.